This data is from Reaction yield outcomes from USPTO patents with 853,638 reactions. The task is: Predict the reaction yield, written as a fraction of the theoretical maximum amount of product (1.0 means a 100% yield; for example, 0.34 means a 34% yield). (1) The reactants are Br[C:2]1[C:3]([N:17]2[CH2:22][CH2:21][O:20][CH2:19][CH2:18]2)=[CH:4][C:5]([CH3:16])=[C:6]([NH:8][C:9](=[O:15])[O:10][C:11]([CH3:14])([CH3:13])[CH3:12])[CH:7]=1.C(N(CC)CC)C.[C:30]([C:32]1[CH:33]=[C:34]([CH:36]=[CH:37][CH:38]=1)[NH2:35])#[CH:31]. The catalyst is O1CCCC1.[Cu]I.Cl[Pd](Cl)([P](C1C=CC=CC=1)(C1C=CC=CC=1)C1C=CC=CC=1)[P](C1C=CC=CC=1)(C1C=CC=CC=1)C1C=CC=CC=1. The product is [NH2:35][C:34]1[CH:33]=[C:32]([C:30]#[C:31][C:2]2[C:3]([N:17]3[CH2:22][CH2:21][O:20][CH2:19][CH2:18]3)=[CH:4][C:5]([CH3:16])=[C:6]([NH:8][C:9](=[O:15])[O:10][C:11]([CH3:14])([CH3:13])[CH3:12])[CH:7]=2)[CH:38]=[CH:37][CH:36]=1. The yield is 0.310. (2) The reactants are [F:1][C:2]([F:11])([F:10])[C:3]1[CH:8]=[CH:7][C:6]([OH:9])=[CH:5][CH:4]=1.[C:12](=O)([O-])[O-].[K+].[K+].S(OC)(OC)(=O)=O. The catalyst is CC(C)=O. The product is [F:1][C:2]([F:10])([F:11])[C:3]1[CH:4]=[CH:5][C:6]([O:9][CH3:12])=[CH:7][CH:8]=1. The yield is 0.840. (3) The reactants are Br[C:2]1[CH:3]=[C:4]2[C:8](=[CH:9][C:10]=1[Cl:11])[NH:7][N:6]=[C:5]2[C:12]([OH:14])=[O:13].[CH3:15][O:16][CH:17]([C:19]1[CH:24]=[CH:23][C:22](B(O)O)=[CH:21][CH:20]=1)[CH3:18].C(=O)([O-])[O-].[K+].[K+]. The catalyst is C1(C)C=CC=CC=1.CCO. The product is [Cl:11][C:10]1[CH:9]=[C:8]2[C:4]([C:5]([C:12]([OH:14])=[O:13])=[N:6][NH:7]2)=[CH:3][C:2]=1[C:22]1[CH:23]=[CH:24][C:19]([CH:17]([O:16][CH3:15])[CH3:18])=[CH:20][CH:21]=1. The yield is 0.110. (4) The reactants are [CH3:1][NH:2][C:3](=[O:18])[CH2:4][N:5]([CH2:13][C:14]([NH:16][CH3:17])=[O:15])CC1C=CC=CC=1. The catalyst is CO.[Pd]. The product is [CH3:17][NH:16][C:14](=[O:15])[CH2:13][NH:5][CH2:4][C:3]([NH:2][CH3:1])=[O:18]. The yield is 1.00. (5) The reactants are ClC(N(C)C)=C.[CH3:7][O:8][C@H:9]([CH3:13])[C:10]([OH:12])=O.[NH2:14][C:15]1[CH:20]=[C:19]([CH2:21][O:22][C:23]2[C:32]3[C:27](=[CH:28][CH:29]=[CH:30][CH:31]=3)[C:26]([NH:33][C:34]([NH:36][C:37]3[N:41]([C:42]4[CH:47]=[CH:46][C:45]([CH3:48])=[CH:44][CH:43]=4)[N:40]=[C:39]([C:49]([CH3:52])([CH3:51])[CH3:50])[CH:38]=3)=[O:35])=[CH:25][CH:24]=2)[CH:18]=[CH:17][N:16]=1.CCN(C(C)C)C(C)C.N. The catalyst is C(Cl)Cl.CO.CCCC(C)C.CCOC(C)=O. The product is [C:49]([C:39]1[CH:38]=[C:37]([NH:36][C:34](=[O:35])[NH:33][C:26]2[C:27]3[C:32](=[CH:31][CH:30]=[CH:29][CH:28]=3)[C:23]([O:22][CH2:21][C:19]3[CH:18]=[CH:17][N:16]=[C:15]([NH:14][C:10](=[O:12])[C@H:9]([O:8][CH3:7])[CH3:13])[CH:20]=3)=[CH:24][CH:25]=2)[N:41]([C:42]2[CH:47]=[CH:46][C:45]([CH3:48])=[CH:44][CH:43]=2)[N:40]=1)([CH3:52])([CH3:51])[CH3:50]. The yield is 0.430. (6) No catalyst specified. The product is [CH3:1][N:2]([CH2:3][CH2:4][C:5]#[C:6][C:7]1[CH:12]=[CH:11][CH:10]=[CH:9][N:8]=1)[C:20](=[O:21])[CH2:19][C:13]1[CH:18]=[CH:17][CH:16]=[CH:15][CH:14]=1. The reactants are [CH3:1][NH:2][CH2:3][CH2:4][C:5]#[C:6][C:7]1[CH:12]=[CH:11][CH:10]=[CH:9][N:8]=1.[C:13]1([CH2:19][C:20](Cl)=[O:21])[CH:18]=[CH:17][CH:16]=[CH:15][CH:14]=1. The yield is 0.740. (7) The reactants are [CH2:1]([O:8][C:9]([N:11]1[CH2:15][CH2:14][CH2:13][CH:12]1[C:16]1[NH:17][C:18]([C:21]2[CH:26]=[CH:25][C:24](Br)=[CH:23][CH:22]=2)=[CH:19][N:20]=1)=[O:10])[C:2]1[CH:7]=[CH:6][CH:5]=[CH:4][CH:3]=1.[C:28]([O:32][C:33]([NH:35][C:36]1[CH:41]=[CH:40][C:39](B(O)O)=[CH:38][CH:37]=1)=[O:34])([CH3:31])([CH3:30])[CH3:29].C([O-])([O-])=O.[K+].[K+].N#N. The catalyst is C1C=CC([P]([Pd]([P](C2C=CC=CC=2)(C2C=CC=CC=2)C2C=CC=CC=2)([P](C2C=CC=CC=2)(C2C=CC=CC=2)C2C=CC=CC=2)[P](C2C=CC=CC=2)(C2C=CC=CC=2)C2C=CC=CC=2)(C2C=CC=CC=2)C2C=CC=CC=2)=CC=1.COCCOC. The product is [CH2:1]([O:8][C:9]([N:11]1[CH2:15][CH2:14][CH2:13][CH:12]1[C:16]1[NH:17][C:18]([C:21]2[CH:26]=[CH:25][C:24]([C:39]3[CH:38]=[CH:37][C:36]([NH:35][C:33]([O:32][C:28]([CH3:31])([CH3:30])[CH3:29])=[O:34])=[CH:41][CH:40]=3)=[CH:23][CH:22]=2)=[CH:19][N:20]=1)=[O:10])[C:2]1[CH:7]=[CH:6][CH:5]=[CH:4][CH:3]=1. The yield is 0.410.